Dataset: NCI-60 drug combinations with 297,098 pairs across 59 cell lines. Task: Regression. Given two drug SMILES strings and cell line genomic features, predict the synergy score measuring deviation from expected non-interaction effect. (1) Drug 1: C1CCC(C1)C(CC#N)N2C=C(C=N2)C3=C4C=CNC4=NC=N3. Drug 2: B(C(CC(C)C)NC(=O)C(CC1=CC=CC=C1)NC(=O)C2=NC=CN=C2)(O)O. Cell line: NCI-H460. Synergy scores: CSS=6.80, Synergy_ZIP=-1.66, Synergy_Bliss=0.937, Synergy_Loewe=-3.47, Synergy_HSA=0.702. (2) Drug 1: CC1=C2C(C(=O)C3(C(CC4C(C3C(C(C2(C)C)(CC1OC(=O)C(C(C5=CC=CC=C5)NC(=O)OC(C)(C)C)O)O)OC(=O)C6=CC=CC=C6)(CO4)OC(=O)C)O)C)O. Drug 2: N.N.Cl[Pt+2]Cl. Cell line: SK-MEL-2. Synergy scores: CSS=81.6, Synergy_ZIP=-1.12, Synergy_Bliss=-0.381, Synergy_Loewe=-0.787, Synergy_HSA=-0.130. (3) Drug 1: CCC(=C(C1=CC=CC=C1)C2=CC=C(C=C2)OCCN(C)C)C3=CC=CC=C3.C(C(=O)O)C(CC(=O)O)(C(=O)O)O. Drug 2: C1=NNC2=C1C(=O)NC=N2. Cell line: OVCAR-5. Synergy scores: CSS=6.55, Synergy_ZIP=-3.21, Synergy_Bliss=-2.61, Synergy_Loewe=-3.37, Synergy_HSA=-3.31. (4) Drug 1: CC1=C2C(C(=O)C3(C(CC4C(C3C(C(C2(C)C)(CC1OC(=O)C(C(C5=CC=CC=C5)NC(=O)C6=CC=CC=C6)O)O)OC(=O)C7=CC=CC=C7)(CO4)OC(=O)C)O)C)OC(=O)C. Drug 2: CNC(=O)C1=NC=CC(=C1)OC2=CC=C(C=C2)NC(=O)NC3=CC(=C(C=C3)Cl)C(F)(F)F. Cell line: SK-MEL-2. Synergy scores: CSS=44.5, Synergy_ZIP=21.4, Synergy_Bliss=23.7, Synergy_Loewe=18.3, Synergy_HSA=17.9.